Dataset: Peptide-MHC class II binding affinity with 134,281 pairs from IEDB. Task: Regression. Given a peptide amino acid sequence and an MHC pseudo amino acid sequence, predict their binding affinity value. This is MHC class II binding data. (1) The peptide sequence is GFIFFFLFNILTGKK. The MHC is H-2-IEd with pseudo-sequence H-2-IEd. The binding affinity (normalized) is 0. (2) The peptide sequence is SQDLFLSWNLNGLQAY. The MHC is DRB1_0802 with pseudo-sequence DRB1_0802. The binding affinity (normalized) is 0.405. (3) The binding affinity (normalized) is 0.361. The MHC is DRB1_0405 with pseudo-sequence DRB1_0405. The peptide sequence is AFAATHNPWASQRF. (4) The peptide sequence is IVIIVLIIITSIKAV. The MHC is DRB1_0101 with pseudo-sequence DRB1_0101. The binding affinity (normalized) is 0.859.